From a dataset of Forward reaction prediction with 1.9M reactions from USPTO patents (1976-2016). Predict the product of the given reaction. (1) Given the reactants C[Si]([N-][Si](C)(C)C)(C)C.[Li+].[F:11][CH:12]([F:27])[C:13]1[CH:17]=[CH:16][NH:15][C:14]=1[C:18]([NH:20][C:21]1[CH:26]=[CH:25][CH:24]=[CH:23][CH:22]=1)=[O:19].C1(P(C2C=CC=CC=2)(=O)[NH2:35])C=CC=CC=1.O, predict the reaction product. The product is: [NH2:35][N:15]1[CH:16]=[CH:17][C:13]([CH:12]([F:11])[F:27])=[C:14]1[C:18]([NH:20][C:21]1[CH:22]=[CH:23][CH:24]=[CH:25][CH:26]=1)=[O:19]. (2) Given the reactants FC1C=C(N)C(N)=CC=1OC.[CH2:12]([O:14][C:15]1[CH:21]=[CH:20][C:18]([NH2:19])=[C:17]([N+:22]([O-])=O)[CH:16]=1)[CH3:13], predict the reaction product. The product is: [CH2:12]([O:14][C:15]1[CH:16]=[C:17]([NH2:22])[C:18]([NH2:19])=[CH:20][CH:21]=1)[CH3:13].